From a dataset of Full USPTO retrosynthesis dataset with 1.9M reactions from patents (1976-2016). Predict the reactants needed to synthesize the given product. (1) The reactants are: C([NH:8][CH:9]([CH2:13][NH:14]C(OC(C)(C)C)=O)[C:10](O)=[O:11])(OC(C)(C)C)=O.C(#[N:24])C.Cl.[NH2:26][CH2:27][CH2:28][CH2:29][NH:30][C:31](=[O:35])[C:32]([CH3:34])=[CH2:33]. Given the product [NH2:8][C:9]([NH:26][CH2:27][CH2:28][CH2:29][NH:30][C:31](=[O:35])[C:32]([CH3:34])=[CH2:33])([CH2:13][NH2:14])[C:10]([NH2:24])=[O:11], predict the reactants needed to synthesize it. (2) Given the product [C:1]([O:5][C:6]([N:8]([CH3:15])[CH:9]1[CH2:10][CH2:11][N:12]([C:17]2[S:18][C:19]([C:23]([O:25][CH2:26][CH3:27])=[O:24])=[C:20]([CH3:22])[N:21]=2)[CH2:13][CH2:14]1)=[O:7])([CH3:4])([CH3:3])[CH3:2], predict the reactants needed to synthesize it. The reactants are: [C:1]([O:5][C:6]([N:8]([CH3:15])[CH:9]1[CH2:14][CH2:13][NH:12][CH2:11][CH2:10]1)=[O:7])([CH3:4])([CH3:3])[CH3:2].Br[C:17]1[S:18][C:19]([C:23]([O:25][CH2:26][CH3:27])=[O:24])=[C:20]([CH3:22])[N:21]=1.C(N(C(C)C)CC)(C)C. (3) Given the product [N+:11]([C:3]1[CH:4]=[C:5]([N+:8]([O-:10])=[O:9])[CH:6]=[CH:7][C:2]=1[C:20]1[CH:19]=[CH:18][CH:17]=[C:16]([C:15]([F:26])([F:25])[F:14])[CH:21]=1)([O-:13])=[O:12], predict the reactants needed to synthesize it. The reactants are: Br[C:2]1[CH:7]=[CH:6][C:5]([N+:8]([O-:10])=[O:9])=[CH:4][C:3]=1[N+:11]([O-:13])=[O:12].[F:14][C:15]([F:26])([F:25])[C:16]1[CH:17]=[C:18](B(O)O)[CH:19]=[CH:20][CH:21]=1.C([O-])([O-])=O.[K+].[K+]. (4) Given the product [CH2:1]([C:3]1[C:4](=[O:20])[CH2:5][CH2:6][C:7]2([CH3:19])[C:16]=1[CH2:15][CH2:14][C:13]1[C:8]2=[CH:9][CH:10]=[C:11]([OH:17])[CH:12]=1)[CH3:2], predict the reactants needed to synthesize it. The reactants are: [CH2:1]([C:3]1[C:4](=[O:20])[CH2:5][CH2:6][C:7]2([CH3:19])[C:16]=1[CH2:15][CH2:14][C:13]1[C:8]2=[CH:9][CH:10]=[C:11]([O:17]C)[CH:12]=1)[CH3:2].B(Br)(Br)Br. (5) Given the product [CH3:18][N:19]([CH3:20])[C:7]1[S:8][C:9]([C:10]2[CH:15]=[CH:14][CH:13]=[C:12]([F:16])[CH:11]=2)=[C:5]([C:3]([OH:2])=[O:4])[N:6]=1, predict the reactants needed to synthesize it. The reactants are: C[O:2][C:3]([C:5]1[N:6]=[C:7](Br)[S:8][C:9]=1[C:10]1[CH:15]=[CH:14][CH:13]=[C:12]([F:16])[CH:11]=1)=[O:4].[CH3:18][NH:19][CH3:20]. (6) Given the product [CH3:53][C:40]1[CH:39]=[C:38]([O:37][CH2:36][C:30]2([CH3:29])[CH2:33][S:32](=[O:35])(=[O:34])[CH2:31]2)[CH:43]=[CH:42][C:41]=1[C:2]1[C:6]2[CH:7]=[C:8]([CH2:11][O:12][C:13]3[N:18]=[CH:17][C:16]([CH:19]([C:26]#[C:27][CH3:28])[CH2:20][C:21]([O:23][CH2:24][CH3:25])=[O:22])=[CH:15][CH:14]=3)[CH:9]=[CH:10][C:5]=2[S:4][CH:3]=1, predict the reactants needed to synthesize it. The reactants are: Br[C:2]1[C:6]2[CH:7]=[C:8]([CH2:11][O:12][C:13]3[N:18]=[CH:17][C:16]([CH:19]([C:26]#[C:27][CH3:28])[CH2:20][C:21]([O:23][CH2:24][CH3:25])=[O:22])=[CH:15][CH:14]=3)[CH:9]=[CH:10][C:5]=2[S:4][CH:3]=1.[CH3:29][C:30]1([CH2:36][O:37][C:38]2[CH:43]=[CH:42][C:41](B3OC(C)(C)C(C)(C)O3)=[C:40]([CH3:53])[CH:39]=2)[CH2:33][S:32](=[O:35])(=[O:34])[CH2:31]1.C([O-])([O-])=O.[Cs+].[Cs+].